Dataset: NCI-60 drug combinations with 297,098 pairs across 59 cell lines. Task: Regression. Given two drug SMILES strings and cell line genomic features, predict the synergy score measuring deviation from expected non-interaction effect. (1) Drug 1: C1CCC(C1)C(CC#N)N2C=C(C=N2)C3=C4C=CNC4=NC=N3. Drug 2: CN(C)N=NC1=C(NC=N1)C(=O)N. Cell line: IGROV1. Synergy scores: CSS=15.6, Synergy_ZIP=-6.06, Synergy_Bliss=0.905, Synergy_Loewe=-0.592, Synergy_HSA=2.51. (2) Drug 1: CCC1=C2CN3C(=CC4=C(C3=O)COC(=O)C4(CC)O)C2=NC5=C1C=C(C=C5)O. Drug 2: CN(C(=O)NC(C=O)C(C(C(CO)O)O)O)N=O. Cell line: SF-268. Synergy scores: CSS=34.1, Synergy_ZIP=-9.28, Synergy_Bliss=-1.23, Synergy_Loewe=-16.6, Synergy_HSA=0.319. (3) Synergy scores: CSS=11.5, Synergy_ZIP=-3.99, Synergy_Bliss=-0.177, Synergy_Loewe=-20.3, Synergy_HSA=-3.19. Drug 2: CCC1(C2=C(COC1=O)C(=O)N3CC4=CC5=C(C=CC(=C5CN(C)C)O)N=C4C3=C2)O.Cl. Cell line: BT-549. Drug 1: C1=NNC2=C1C(=O)NC=N2. (4) Drug 1: C1=CC(=CC=C1CCCC(=O)O)N(CCCl)CCCl. Drug 2: C1C(C(OC1N2C=NC(=NC2=O)N)CO)O. Cell line: HCC-2998. Synergy scores: CSS=12.6, Synergy_ZIP=-11.3, Synergy_Bliss=-19.0, Synergy_Loewe=-30.4, Synergy_HSA=-12.5. (5) Drug 1: C1CN1C2=NC(=NC(=N2)N3CC3)N4CC4. Drug 2: CC1C(C(CC(O1)OC2CC(CC3=C2C(=C4C(=C3O)C(=O)C5=C(C4=O)C(=CC=C5)OC)O)(C(=O)CO)O)N)O.Cl. Cell line: SF-539. Synergy scores: CSS=66.3, Synergy_ZIP=-1.34, Synergy_Bliss=0.101, Synergy_Loewe=-0.888, Synergy_HSA=2.49. (6) Drug 1: CN1CCC(CC1)COC2=C(C=C3C(=C2)N=CN=C3NC4=C(C=C(C=C4)Br)F)OC. Drug 2: CCC1=CC2CC(C3=C(CN(C2)C1)C4=CC=CC=C4N3)(C5=C(C=C6C(=C5)C78CCN9C7C(C=CC9)(C(C(C8N6C)(C(=O)OC)O)OC(=O)C)CC)OC)C(=O)OC.C(C(C(=O)O)O)(C(=O)O)O. Cell line: OVCAR-5. Synergy scores: CSS=62.1, Synergy_ZIP=-2.01, Synergy_Bliss=2.83, Synergy_Loewe=-3.13, Synergy_HSA=4.73. (7) Drug 2: C1=NNC2=C1C(=O)NC=N2. Drug 1: CC1C(C(=O)NC(C(=O)N2CCCC2C(=O)N(CC(=O)N(C(C(=O)O1)C(C)C)C)C)C(C)C)NC(=O)C3=C4C(=C(C=C3)C)OC5=C(C(=O)C(=C(C5=N4)C(=O)NC6C(OC(=O)C(N(C(=O)CN(C(=O)C7CCCN7C(=O)C(NC6=O)C(C)C)C)C)C(C)C)C)N)C. Cell line: SNB-75. Synergy scores: CSS=1.11, Synergy_ZIP=0.841, Synergy_Bliss=1.30, Synergy_Loewe=-1.78, Synergy_HSA=-0.438. (8) Drug 2: C1=NC2=C(N1)C(=S)N=CN2. Drug 1: C1=CC(=CC=C1CCC2=CNC3=C2C(=O)NC(=N3)N)C(=O)NC(CCC(=O)O)C(=O)O. Cell line: IGROV1. Synergy scores: CSS=28.6, Synergy_ZIP=-3.98, Synergy_Bliss=2.15, Synergy_Loewe=-12.9, Synergy_HSA=1.95. (9) Drug 1: C1=CC(=CC=C1C#N)C(C2=CC=C(C=C2)C#N)N3C=NC=N3. Drug 2: CCCCC(=O)OCC(=O)C1(CC(C2=C(C1)C(=C3C(=C2O)C(=O)C4=C(C3=O)C=CC=C4OC)O)OC5CC(C(C(O5)C)O)NC(=O)C(F)(F)F)O. Cell line: T-47D. Synergy scores: CSS=44.1, Synergy_ZIP=3.59, Synergy_Bliss=1.94, Synergy_Loewe=-1.91, Synergy_HSA=0.317.